From a dataset of Forward reaction prediction with 1.9M reactions from USPTO patents (1976-2016). Predict the product of the given reaction. (1) Given the reactants Cl[C:2]1[C:11]2[C:6](=[CH:7][C:8]([O:12][CH3:13])=[CH:9][CH:10]=2)[N:5]=[CH:4][N:3]=1.[NH2:14][C:15]1[CH:16]=[C:17]([NH:22][C:23](=[O:36])[C:24]2[CH:29]=[C:28]([F:30])[CH:27]=[C:26]([C:31]([C:34]#[N:35])([CH3:33])[CH3:32])[CH:25]=2)[CH:18]=[CH:19][C:20]=1[CH3:21], predict the reaction product. The product is: [C:34]([C:31]([CH3:33])([CH3:32])[C:26]1[CH:25]=[C:24]([CH:29]=[C:28]([F:30])[CH:27]=1)[C:23]([NH:22][C:17]1[CH:18]=[CH:19][C:20]([CH3:21])=[C:15]([NH:14][C:2]2[C:11]3[C:6](=[CH:7][C:8]([O:12][CH3:13])=[CH:9][CH:10]=3)[N:5]=[CH:4][N:3]=2)[CH:16]=1)=[O:36])#[N:35]. (2) Given the reactants CS[C:3]1[N:8]=[C:7]([NH:9][C:10]2[NH:11][N:12]=[C:13]([CH3:15])[CH:14]=2)[CH:6]=[C:5]([N:16]2[CH2:21][CH2:20][O:19][CH2:18][CH2:17]2)[N:4]=1.O[O:23][S:24]([O-:26])=O.[K+].[CH3:28]O, predict the reaction product. The product is: [CH3:28][S:24]([C:3]1[N:8]=[C:7]([NH:9][C:10]2[NH:11][N:12]=[C:13]([CH3:15])[CH:14]=2)[CH:6]=[C:5]([N:16]2[CH2:21][CH2:20][O:19][CH2:18][CH2:17]2)[N:4]=1)(=[O:26])=[O:23]. (3) Given the reactants Br[C:2]1[CH:3]=[CH:4][C:5]2[O:11][CH2:10][CH2:9][N:8]3[CH:12]=[C:13]([C:15]([NH2:17])=[O:16])[N:14]=[C:7]3[C:6]=2[CH:18]=1.[C:19]([C:21]1([OH:30])[C:25]2=[N:26][CH:27]=[CH:28][CH:29]=[C:24]2[CH2:23][CH2:22]1)#[CH:20], predict the reaction product. The product is: [OH:30][C:21]1([C:19]#[C:20][C:2]2[CH:3]=[CH:4][C:5]3[O:11][CH2:10][CH2:9][N:8]4[CH:12]=[C:13]([C:15]([NH2:17])=[O:16])[N:14]=[C:7]4[C:6]=3[CH:18]=2)[C:25]2=[N:26][CH:27]=[CH:28][CH:29]=[C:24]2[CH2:23][CH2:22]1. (4) Given the reactants [CH3:1][O:2][C:3]1[NH:4][C:5](=[O:27])[C:6]([CH2:12][C:13]2[CH:18]=[CH:17][C:16]([C:19]3[C:20]([C:25]#[N:26])=[CH:21][CH:22]=[CH:23][CH:24]=3)=[CH:15][CH:14]=2)=[C:7]([CH2:9][CH2:10][CH3:11])[N:8]=1.[CH:28]([O:31][C:32]1[CH:37]=[CH:36][C:35](B(O)O)=[CH:34][CH:33]=1)([CH3:30])[CH3:29].C(N(CC)CC)C.N1C=CC=CC=1, predict the reaction product. The product is: [CH:28]([O:31][C:32]1[CH:37]=[CH:36][C:35]([N:4]2[C:5](=[O:27])[C:6]([CH2:12][C:13]3[CH:18]=[CH:17][C:16]([C:19]4[C:20]([C:25]#[N:26])=[CH:21][CH:22]=[CH:23][CH:24]=4)=[CH:15][CH:14]=3)=[C:7]([CH2:9][CH2:10][CH3:11])[N:8]=[C:3]2[O:2][CH3:1])=[CH:34][CH:33]=1)([CH3:30])[CH3:29]. (5) The product is: [CH3:24][CH:19]([C:16]1[CH:17]=[CH:18][C:13]([CH2:12][OH:11])=[CH:14][CH:15]=1)[CH2:20][CH2:21][CH2:22][CH3:23]. Given the reactants C(Cl)Cl.COC1C=CC(C[O:11][CH2:12][C:13]2[CH:18]=[CH:17][C:16]([CH:19]([CH3:24])[CH2:20][CH2:21][CH2:22][CH3:23])=[CH:15][CH:14]=2)=CC=1.ClC1C(=O)C(C#N)=C(C#N)C(=O)C=1Cl.C(=O)([O-])O.[Na+], predict the reaction product.